Dataset: Forward reaction prediction with 1.9M reactions from USPTO patents (1976-2016). Task: Predict the product of the given reaction. Given the reactants [Cl:1][C:2]1[CH:3]=[C:4]([NH:9][C:10](=[O:30])[C:11]2[CH:16]=[C:15]([C:17]([F:20])([F:19])[F:18])[CH:14]=[C:13]([N+:21]([O-])=O)[C:12]=2[N:24]2[CH2:29][CH2:28][CH2:27][CH2:26][CH2:25]2)[CH:5]=[CH:6][C:7]=1[Cl:8].[H][H], predict the reaction product. The product is: [NH2:21][C:13]1[C:12]([N:24]2[CH2:29][CH2:28][CH2:27][CH2:26][CH2:25]2)=[C:11]([CH:16]=[C:15]([C:17]([F:20])([F:19])[F:18])[CH:14]=1)[C:10]([NH:9][C:4]1[CH:5]=[CH:6][C:7]([Cl:8])=[C:2]([Cl:1])[CH:3]=1)=[O:30].